This data is from Peptide-MHC class I binding affinity with 185,985 pairs from IEDB/IMGT. The task is: Regression. Given a peptide amino acid sequence and an MHC pseudo amino acid sequence, predict their binding affinity value. This is MHC class I binding data. (1) The peptide sequence is ISIIVLFQR. The MHC is HLA-B35:01 with pseudo-sequence HLA-B35:01. The binding affinity (normalized) is 0.0131. (2) The MHC is HLA-B08:03 with pseudo-sequence HLA-B08:03. The peptide sequence is SWKQSKMWR. The binding affinity (normalized) is 0.0847.